Dataset: Forward reaction prediction with 1.9M reactions from USPTO patents (1976-2016). Task: Predict the product of the given reaction. (1) The product is: [NH2:1][C:2]1[CH:3]=[C:4]([C:8]2[N:9]=[C:10]3[C:16]([C:17](=[O:22])[C:18]([CH3:20])([CH3:19])[CH3:21])=[CH:15][NH:14][C:11]3=[N:12][CH:13]=2)[CH:5]=[CH:6][CH:7]=1. Given the reactants [NH2:1][C:2]1[CH:3]=[C:4]([C:8]2[N:9]=[C:10]3[C:16]([C:17](=[O:22])[C:18]([CH3:21])([CH3:20])[CH3:19])=[CH:15][N:14](COCC[Si](C)(C)C)[C:11]3=[N:12][CH:13]=2)[CH:5]=[CH:6][CH:7]=1.[F-].C([N+](CCCC)(CCCC)CCCC)CCC, predict the reaction product. (2) The product is: [Cl:44][C:43]1[CH:42]=[CH:41][C:24]([O:25][C:26]2[CH:27]=[CH:28][C:29]3[N:30]([N:32]=[C:33]([NH:35][C:36]([CH:38]4[CH2:40][CH2:39]4)=[O:37])[N:34]=3)[CH:31]=2)=[CH:23][C:22]=1[NH:21][C:8]([C:6]1[N:5]([CH3:11])[N:4]=[C:3]([CH2:1][CH3:2])[CH:7]=1)=[O:10]. Given the reactants [CH2:1]([C:3]1[CH:7]=[C:6]([C:8]([OH:10])=O)[N:5]([CH3:11])[N:4]=1)[CH3:2].O1CCCC1.S(Cl)(Cl)=O.[NH2:21][C:22]1[CH:23]=[C:24]([CH:41]=[CH:42][C:43]=1[Cl:44])[O:25][C:26]1[CH:27]=[CH:28][C:29]2[N:30]([N:32]=[C:33]([NH:35][C:36]([CH:38]3[CH2:40][CH2:39]3)=[O:37])[N:34]=2)[CH:31]=1, predict the reaction product. (3) The product is: [O:23]=[C:21]([CH:20]1[CH2:19][CH2:18][CH2:17][NH:16][N:15]1[CH2:8][C:9]1[CH:10]=[CH:11][CH:12]=[CH:13][CH:14]=1)[C:1]([O:7][CH3:28])=[O:2]. Given the reactants [C:1]([OH:7])(C(F)(F)F)=[O:2].[CH2:8]([N:15]1[CH:20]([C:21]([O:23]C(C)(C)C)=O)[CH2:19][CH2:18][CH2:17][NH:16]1)[C:9]1[CH:14]=[CH:13][CH:12]=[CH:11][CH:10]=1.[CH2:28](N(CC)CC)C, predict the reaction product. (4) Given the reactants N1C2C(=CC(C3C=CC([C:16]4[N:20]([CH2:21][C@@H:22]5[CH2:26][CH2:25][N:24]([C:27]([CH:29]6[CH2:31][CH2:30]6)=[O:28])[CH2:23]5)[C:19](=[O:32])[C:18]5([CH2:37][CH2:36][N:35]([CH2:38]C6C=CC=CC=6)[CH2:34][CH2:33]5)[N:17]=4)=CC=3)=CC=2)C=C1, predict the reaction product. The product is: [CH:29]1([C:27]([N:24]2[CH2:25][CH2:26][CH:22]([CH2:21][N:20]3[C:19](=[O:32])[C:18]4([CH2:33][CH2:34][N:35]([CH3:38])[CH2:36][CH2:37]4)[N:17]=[CH:16]3)[CH2:23]2)=[O:28])[CH2:30][CH2:31]1.